Dataset: Forward reaction prediction with 1.9M reactions from USPTO patents (1976-2016). Task: Predict the product of the given reaction. (1) The product is: [N+:14](/[C:17](/[CH2:18][CH2:19][CH2:20][CH2:21][CH2:22][CH2:23][CH2:24][CH3:25])=[CH:2]/[CH2:3][CH2:4][CH2:5][CH2:6][CH2:7][CH2:8][CH2:9][C:10]([OH:12])=[O:11])([O-:16])=[O:15]. Given the reactants O=[CH:2][CH2:3][CH2:4][CH2:5][CH2:6][CH2:7][CH2:8][CH2:9][C:10]([O:12]C)=[O:11].[N+:14]([CH2:17][CH2:18][CH2:19][CH2:20][CH2:21][CH2:22][CH2:23][CH2:24][CH3:25])([O-:16])=[O:15], predict the reaction product. (2) Given the reactants C[O:2][C:3]([C:5]1[CH:10]=[CH:9][C:8]([N:11]([CH3:32])[C:12]([C:14]2[CH:18]=[C:17]([NH:19][C:20](=[O:30])[C:21]3[CH:26]=[C:25]([F:27])[C:24]([F:28])=[CH:23][C:22]=3[Cl:29])[N:16](C)[N:15]=2)=[O:13])=[CH:7][CH:6]=1)=[O:4].[OH-].[Na+].Cl, predict the reaction product. The product is: [C:3]([C:5]1[CH:6]=[CH:7][C:8]([N:11]([CH3:32])[C:12]([C:14]2[CH:18]=[C:17]([NH:19][C:20](=[O:30])[C:21]3[CH:26]=[C:25]([F:27])[C:24]([F:28])=[CH:23][C:22]=3[Cl:29])[NH:16][N:15]=2)=[O:13])=[CH:9][CH:10]=1)([OH:4])=[O:2]. (3) The product is: [Cl:37][CH2:38][CH:39]([C:41]1[CH:46]=[CH:45][CH:44]=[C:43]([CH3:47])[CH:42]=1)[OH:40]. Given the reactants C1(C)C=CC(S(N[C@H](C2C=CC=CC=2)[C@@H](C2C=CC=CC=2)N)(=O)=O)=CC=1.C(O)(C)C.CC(C)([O-])C.[K+].[Cl:37][CH2:38][C:39]([C:41]1[CH:46]=[CH:45][CH:44]=[C:43]([CH3:47])[CH:42]=1)=[O:40], predict the reaction product. (4) Given the reactants [CH3:1][O:2][C:3]1[C:8]([C:9]2[N:10]=[C:11]3[CH:16]=[C:15]([CH3:17])[CH:14]=[CH:13][N:12]3[C:18]=2[C:19]2[CH:20]=[CH:21][C:22]([NH:37][C:38]([CH:40]([N:42]([CH3:50])[C:43](=[O:49])[O:44][C:45]([CH3:48])([CH3:47])[CH3:46])[CH3:41])=[O:39])=[N:23][C:24]=2[C:25]#[C:26][Si](C(C)C)(C(C)C)C(C)C)=[CH:7][CH:6]=[CH:5][N:4]=1.C1COCC1.[F-].C([N+](CCCC)(CCCC)CCCC)CCC, predict the reaction product. The product is: [C:25]([C:24]1[N:23]=[C:22]([NH:37][C:38]([CH:40]([N:42]([CH3:50])[C:43](=[O:49])[O:44][C:45]([CH3:47])([CH3:48])[CH3:46])[CH3:41])=[O:39])[CH:21]=[CH:20][C:19]=1[C:18]1[N:12]2[CH:13]=[CH:14][C:15]([CH3:17])=[CH:16][C:11]2=[N:10][C:9]=1[C:8]1[C:3]([O:2][CH3:1])=[N:4][CH:5]=[CH:6][CH:7]=1)#[CH:26]. (5) The product is: [F:1][C:2]([F:16])([F:15])[C:3]1[CH:4]=[C:5]([CH:6]2[C:18]([C:17]([NH2:23])=[O:22])=[C:19]([CH3:21])[NH:27][C:25](=[O:26])[NH:24]2)[CH:8]=[C:9]([C:11]([F:14])([F:13])[F:12])[CH:10]=1. Given the reactants [F:1][C:2]([F:16])([F:15])[C:3]1[CH:4]=[C:5]([CH:8]=[C:9]([C:11]([F:14])([F:13])[F:12])[CH:10]=1)[CH:6]=O.[C:17]([NH2:23])(=[O:22])[CH2:18][C:19]([CH3:21])=O.[NH2:24][C:25]([NH2:27])=[O:26].B(F)(F)F.CCOCC, predict the reaction product. (6) Given the reactants Cl[C:2]1[O:3][C:4]2[CH:10]=[CH:9][C:8]([Cl:11])=[CH:7][C:5]=2[N:6]=1.[CH2:12]1[CH2:17][CH2:16][CH:15]([CH2:18][C@H:19]([NH2:23])[C:20]([OH:22])=O)[CH2:14][CH2:13]1.Cl.Cl.[F:26][C:27]1[CH:32]=[CH:31][C:30]([NH:33][CH2:34][CH2:35][NH2:36])=[CH:29][CH:28]=1, predict the reaction product. The product is: [Cl:11][C:8]1[CH:9]=[CH:10][C:4]2[O:3][C:2]([NH:23][C@@H:19]([CH2:18][CH:15]3[CH2:14][CH2:13][CH2:12][CH2:17][CH2:16]3)[C:20]([NH:36][CH2:35][CH2:34][NH:33][C:30]3[CH:31]=[CH:32][C:27]([F:26])=[CH:28][CH:29]=3)=[O:22])=[N:6][C:5]=2[CH:7]=1. (7) The product is: [Cl:1][C:2]1[CH:30]=[CH:29][C:5]([CH2:6][C:7]2[N:8]=[C:9]([C:23]3[CH:28]=[CH:27][N:26]=[CH:25][CH:24]=3)[S:10][C:11]=2[C:12]2[NH:16][CH:15]=[N:14][CH:13]=2)=[CH:4][CH:3]=1. Given the reactants [Cl:1][C:2]1[CH:30]=[CH:29][C:5]([CH2:6][C:7]2[N:8]=[C:9]([C:23]3[CH:28]=[CH:27][N:26]=[CH:25][CH:24]=3)[S:10][C:11]=2[C:12]2[N:16](S(N(C)C)(=O)=O)[CH:15]=[N:14][CH:13]=2)=[CH:4][CH:3]=1.C(=O)(O)[O-].[Na+], predict the reaction product.